This data is from Full USPTO retrosynthesis dataset with 1.9M reactions from patents (1976-2016). The task is: Predict the reactants needed to synthesize the given product. (1) Given the product [Br:7][CH2:8][C:9](=[O:17])[C:10](=[N:14][O:15][CH3:16])[C:11]([Cl:2])=[O:12], predict the reactants needed to synthesize it. The reactants are: P(Cl)(Cl)(Cl)(Cl)[Cl:2].[Br:7][CH2:8][C:9](=[O:17])[C:10](=[N:14][O:15][CH3:16])[C:11](O)=[O:12]. (2) Given the product [F:1][C:2]1[CH:10]=[C:9]2[C:5]([CH:6]=[N:7][NH:8]2)=[CH:4][C:3]=1[CH:11]=[O:25], predict the reactants needed to synthesize it. The reactants are: [F:1][C:2]1[CH:10]=[C:9]2[C:5]([CH:6]=[N:7][NH:8]2)=[CH:4][C:3]=1[C:11]#N.[H-].C([Al+]CC(C)C)C(C)C.C(OCC)(=[O:25])C.C(O)(=O)C(C(C(O)=O)O)O.